From a dataset of Full USPTO retrosynthesis dataset with 1.9M reactions from patents (1976-2016). Predict the reactants needed to synthesize the given product. (1) Given the product [Br:12][C:13]1[CH:14]=[C:15]([NH:21][C:22]2[CH:27]=[CH:26][C:25]([N:28]3[CH2:33][CH2:32][N:31]([CH2:2][CH2:3][O:4][Si:5]([C:8]([CH3:11])([CH3:10])[CH3:9])([CH3:7])[CH3:6])[CH2:30][CH2:29]3)=[CH:24][N:23]=2)[C:16](=[O:20])[N:17]([CH3:19])[CH:18]=1, predict the reactants needed to synthesize it. The reactants are: Br[CH2:2][CH2:3][O:4][Si:5]([C:8]([CH3:11])([CH3:10])[CH3:9])([CH3:7])[CH3:6].[Br:12][C:13]1[CH:14]=[C:15]([NH:21][C:22]2[CH:27]=[CH:26][C:25]([N:28]3[CH2:33][CH2:32][NH:31][CH2:30][CH2:29]3)=[CH:24][N:23]=2)[C:16](=[O:20])[N:17]([CH3:19])[CH:18]=1. (2) Given the product [OH:1][CH2:2][CH2:3][N:4]([CH2:22][C:23]1[CH:28]=[CH:27][CH:26]=[CH:25][CH:24]=1)[S:5]([C:8]1[CH:13]=[CH:12][C:11]([O:14][CH3:15])=[CH:10][CH:9]=1)(=[O:7])=[O:6], predict the reactants needed to synthesize it. The reactants are: [OH:1][CH2:2][CH2:3][NH:4][S:5]([C:8]1[CH:13]=[CH:12][C:11]([O:14][CH3:15])=[CH:10][CH:9]=1)(=[O:7])=[O:6].C(=O)([O-])[O-].[K+].[K+].[CH2:22](Br)[C:23]1[CH:28]=[CH:27][CH:26]=[CH:25][CH:24]=1.C(OCC)(=O)C. (3) The reactants are: [NH2:1][C:2]1[N:7]=[C:6]([O:8][C:9]2[CH:10]=[C:11]3[C:15](=[CH:16][CH:17]=2)[NH:14][CH:13]=[CH:12]3)[CH:5]=[CH:4][N:3]=1.[BH3-]C#N.[Na+].[OH-].[Na+]. Given the product [NH2:1][C:2]1[N:7]=[C:6]([O:8][C:9]2[CH:10]=[C:11]3[C:15](=[CH:16][CH:17]=2)[NH:14][CH2:13][CH2:12]3)[CH:5]=[CH:4][N:3]=1, predict the reactants needed to synthesize it. (4) Given the product [F:31][C:29]1([F:32])[CH2:30][C@@H:28]1[CH2:27][O:8][C:6]1[CH:7]=[C:2]([F:1])[C:3]([C:9]([O:11][CH2:12][CH3:13])=[O:10])=[N:4][CH:5]=1, predict the reactants needed to synthesize it. The reactants are: [F:1][C:2]1[C:3]([C:9]([O:11][CH2:12][CH3:13])=[O:10])=[N:4][CH:5]=[C:6]([OH:8])[CH:7]=1.[N+](C1C=CC(S(O[CH2:27][C@H:28]2[CH2:30][C:29]2([F:32])[F:31])(=O)=O)=CC=1)([O-])=O. (5) Given the product [ClH:23].[CH3:22][C:12]1([CH:3]([CH2:9][CH:10]=[CH2:11])[CH2:1][NH2:2])[CH2:17][C:16]([CH3:18])([CH3:19])[CH2:15][C:14]([CH3:20])([CH3:21])[CH2:13]1, predict the reactants needed to synthesize it. The reactants are: [C:1]([C:3]([C:12]1([CH3:22])[CH2:17][C:16]([CH3:19])([CH3:18])[CH2:15][C:14]([CH3:21])([CH3:20])[CH2:13]1)([CH2:9][CH:10]=[CH2:11])C(OCC)=O)#[N:2].[Cl-:23].[Li+].[H-].[Al+3].[Li+].[H-].[H-].[H-].[OH-].[Na+]. (6) Given the product [CH2:1]([S:9][C:10]1[O:18][C:17](=[O:19])[C:16]2[CH:20]=[CH:21][C:22]([CH3:24])=[CH:23][C:15]=2[N:14]=1)[CH2:2][CH2:3][CH2:4][CH2:5][CH2:6][CH2:7][CH3:8], predict the reactants needed to synthesize it. The reactants are: [CH2:1]([SH:9])[CH2:2][CH2:3][CH2:4][CH2:5][CH2:6][CH2:7][CH3:8].[C:10](Cl)(Cl)=O.[NH2:14][C:15]1[CH:23]=[C:22]([CH3:24])[CH:21]=[CH:20][C:16]=1[C:17]([OH:19])=[O:18].ClC1C=CSC=1C(OCCCCCCCC)=O.